From a dataset of Forward reaction prediction with 1.9M reactions from USPTO patents (1976-2016). Predict the product of the given reaction. (1) Given the reactants [CH2:1]([C@H:8]([NH:21][C:22]([C@@H:24]([NH:34][C:35]([C@@H:37]([NH:41][C:42]([CH:44]1[CH2:52][C:51]2[C:46](=[CH:47][CH:48]=[CH:49][CH:50]=2)[CH2:45]1)=[O:43])[CH2:38][O:39][CH3:40])=[O:36])[CH2:25][C:26]1[CH:31]=[CH:30][C:29]([O:32][CH3:33])=[CH:28][CH:27]=1)=[O:23])[CH:9]([C:11](=[O:20])[NH:12][CH2:13][C:14]1[CH:19]=[CH:18][CH:17]=[CH:16][CH:15]=1)[OH:10])[C:2]1[CH:7]=[CH:6][CH:5]=[CH:4][CH:3]=1.CC(OI1(OC(C)=O)(OC(C)=O)OC(=O)C2C=CC=CC1=2)=O, predict the reaction product. The product is: [CH2:1]([C@H:8]([NH:21][C:22]([C@@H:24]([NH:34][C:35]([C@@H:37]([NH:41][C:42]([CH:44]1[CH2:45][C:46]2[C:51](=[CH:50][CH:49]=[CH:48][CH:47]=2)[CH2:52]1)=[O:43])[CH2:38][O:39][CH3:40])=[O:36])[CH2:25][C:26]1[CH:27]=[CH:28][C:29]([O:32][CH3:33])=[CH:30][CH:31]=1)=[O:23])[C:9]([C:11](=[O:20])[NH:12][CH2:13][C:14]1[CH:15]=[CH:16][CH:17]=[CH:18][CH:19]=1)=[O:10])[C:2]1[CH:7]=[CH:6][CH:5]=[CH:4][CH:3]=1. (2) Given the reactants Br[C:2]1[CH:11]=[C:10]2[C:5]([CH:6]=[CH:7][N:8]=[C:9]2[Cl:12])=[CH:4][CH:3]=1.C([O:16][B:17](OC(C)C)[O:18]C(C)C)(C)C.C([Li])CCC, predict the reaction product. The product is: [Cl:12][C:9]1[C:10]2[C:5](=[CH:4][CH:3]=[C:2]([B:17]([OH:18])[OH:16])[CH:11]=2)[CH:6]=[CH:7][N:8]=1. (3) Given the reactants C(OC([N:8]1[CH2:12][C@H:11]([OH:13])[C@H:10]2[N:14]([C:17](=[O:36])[C@@H:18]([NH:23][C:24](=[O:35])[C:25]3[CH:30]=[CH:29][C:28]([C:31]([CH3:34])([CH3:33])[CH3:32])=[CH:27][CH:26]=3)[CH2:19][CH:20]([CH3:22])[CH3:21])[CH2:15][CH2:16][C@@H:9]12)=O)(C)(C)C.O1CCOCC1.[ClH:43], predict the reaction product. The product is: [ClH:43].[C:31]([C:28]1[CH:27]=[CH:26][C:25]([C:24]([NH:23][C@H:18]([C:17]([N:14]2[CH2:15][CH2:16][C@H:9]3[NH:8][CH2:12][C@H:11]([OH:13])[C@@H:10]23)=[O:36])[CH2:19][CH:20]([CH3:22])[CH3:21])=[O:35])=[CH:30][CH:29]=1)([CH3:33])([CH3:34])[CH3:32]. (4) Given the reactants C[O:2][C:3]1[C:4]2[C:5]3[C:6]([O:32]C)=[CH:7][CH:8]=[C:9]([CH:31]=3)[C@H:10]([NH:29]C)[C:11](=[O:28])[NH:12][C@@H:13]([CH3:27])[C:14](=[O:26])[NH:15][C@H:16]([C:22]([O:24]C)=[O:23])[CH2:17][C:18]([CH:21]=2)=[CH:19][CH:20]=1.[Al](Br)(Br)Br, predict the reaction product. The product is: [NH2:29][C@H:10]1[C:9]2[CH:31]=[C:5]([C:6]([OH:32])=[CH:7][CH:8]=2)[C:4]2=[CH:21][C:18](=[CH:19][CH:20]=[C:3]2[OH:2])[CH2:17][C@@H:16]([C:22]([OH:24])=[O:23])[NH:15][C:14](=[O:26])[C@H:13]([CH3:27])[NH:12][C:11]1=[O:28].